Task: Predict the product of the given reaction.. Dataset: Forward reaction prediction with 1.9M reactions from USPTO patents (1976-2016) (1) Given the reactants [NH2:1][C@H:2]1[CH2:7][CH2:6][CH2:5][N:4](C(OC(C)(C)C)=O)[CH2:3]1.[CH3:15][C:16]1[C:24]2[C:19](=[CH:20][CH:21]=[C:22]([CH3:25])[CH:23]=2)[NH:18][C:17]=1[C:26](O)=[O:27].N, predict the reaction product. The product is: [CH3:15][C:16]1[C:24]2[C:19](=[CH:20][CH:21]=[C:22]([CH3:25])[CH:23]=2)[NH:18][C:17]=1[C:26]([NH:1][C@H:2]1[CH2:7][CH2:6][CH2:5][NH:4][CH2:3]1)=[O:27]. (2) The product is: [CH:34]1([CH2:37][C:38]([NH:2][C@@H:3]2[CH2:8][CH2:7][C@H:6]([NH:9][C:10](=[O:26])[C:11]3[CH:16]=[CH:15][CH:14]=[N:13][C:12]=3[O:17][C:18]3[CH:23]=[CH:22][CH:21]=[C:20]([S:24][CH3:25])[CH:19]=3)[CH2:5][CH2:4]2)=[O:39])[CH2:36][CH2:35]1. Given the reactants Cl.[NH2:2][C@@H:3]1[CH2:8][CH2:7][C@H:6]([NH:9][C:10](=[O:26])[C:11]2[CH:16]=[CH:15][CH:14]=[N:13][C:12]=2[O:17][C:18]2[CH:23]=[CH:22][CH:21]=[C:20]([S:24][CH3:25])[CH:19]=2)[CH2:5][CH2:4]1.C(N(CC)CC)C.[CH:34]1([CH2:37][C:38](O)=[O:39])[CH2:36][CH2:35]1.Cl.CN(C)CCCN=C=NCC.ON1C2C=CC=CC=2N=N1, predict the reaction product.